This data is from Catalyst prediction with 721,799 reactions and 888 catalyst types from USPTO. The task is: Predict which catalyst facilitates the given reaction. Reactant: [H-].[Na+].Cl[C:4]1[CH:5]=[C:6]([OH:10])[CH:7]=[CH:8][CH:9]=1.F[C:12]1[C:21]2[C:16](=[CH:17][CH:18]=[CH:19][CH:20]=2)[C:15]([CH:22]=[O:23])=[CH:14][CH:13]=1.[ClH:24]. Product: [Cl:24][C:7]1[CH:8]=[CH:9][CH:4]=[CH:5][C:6]=1[O:10][C:12]1[C:21]2[C:16](=[CH:17][CH:18]=[CH:19][CH:20]=2)[C:15]([CH:22]=[O:23])=[CH:14][CH:13]=1. The catalyst class is: 16.